This data is from Merck oncology drug combination screen with 23,052 pairs across 39 cell lines. The task is: Regression. Given two drug SMILES strings and cell line genomic features, predict the synergy score measuring deviation from expected non-interaction effect. (1) Drug 1: CC(=O)OC1C(=O)C2(C)C(O)CC3OCC3(OC(C)=O)C2C(OC(=O)c2ccccc2)C2(O)CC(OC(=O)C(O)C(NC(=O)c3ccccc3)c3ccccc3)C(C)=C1C2(C)C. Drug 2: CCc1cnn2c(NCc3ccc[n+]([O-])c3)cc(N3CCCCC3CCO)nc12. Cell line: ES2. Synergy scores: synergy=7.31. (2) Drug 1: O=c1[nH]cc(F)c(=O)[nH]1. Drug 2: CC(C)CC(NC(=O)C(Cc1ccccc1)NC(=O)c1cnccn1)B(O)O. Cell line: SW620. Synergy scores: synergy=-1.91. (3) Drug 1: Cn1c(=O)n(-c2ccc(C(C)(C)C#N)cc2)c2c3cc(-c4cnc5ccccc5c4)ccc3ncc21. Drug 2: NC1CCCCC1N.O=C(O)C(=O)O.[Pt+2]. Cell line: A427. Synergy scores: synergy=6.40. (4) Drug 1: COC1=C2CC(C)CC(OC)C(O)C(C)C=C(C)C(OC(N)=O)C(OC)C=CC=C(C)C(=O)NC(=CC1=O)C2=O. Drug 2: Cn1c(=O)n(-c2ccc(C(C)(C)C#N)cc2)c2c3cc(-c4cnc5ccccc5c4)ccc3ncc21. Cell line: NCIH2122. Synergy scores: synergy=3.24. (5) Drug 1: NC1(c2ccc(-c3nc4ccn5c(=O)[nH]nc5c4cc3-c3ccccc3)cc2)CCC1. Drug 2: CCc1c2c(nc3ccc(O)cc13)-c1cc3c(c(=O)n1C2)COC(=O)C3(O)CC. Cell line: A375. Synergy scores: synergy=45.9. (6) Drug 1: COC1CC2CCC(C)C(O)(O2)C(=O)C(=O)N2CCCCC2C(=O)OC(C(C)CC2CCC(OP(C)(C)=O)C(OC)C2)CC(=O)C(C)C=C(C)C(O)C(OC)C(=O)C(C)CC(C)C=CC=CC=C1C. Drug 2: Cn1c(=O)n(-c2ccc(C(C)(C)C#N)cc2)c2c3cc(-c4cnc5ccccc5c4)ccc3ncc21. Cell line: SKOV3. Synergy scores: synergy=68.0. (7) Drug 1: CN1C(=O)C=CC2(C)C3CCC4(C)C(NC(=O)OCC(F)(F)F)CCC4C3CCC12. Drug 2: COC1=C2CC(C)CC(OC)C(O)C(C)C=C(C)C(OC(N)=O)C(OC)C=CC=C(C)C(=O)NC(=CC1=O)C2=O. Cell line: MDAMB436. Synergy scores: synergy=13.1.